This data is from Forward reaction prediction with 1.9M reactions from USPTO patents (1976-2016). The task is: Predict the product of the given reaction. (1) Given the reactants [C:1]([OH:12])(=[O:11])[CH2:2][CH2:3][CH2:4][CH2:5][CH2:6][CH2:7][CH2:8][CH2:9][CH3:10].[OH-].[Na+:14], predict the reaction product. The product is: [C:1]([O-:12])(=[O:11])[CH2:2][CH2:3][CH2:4][CH2:5][CH2:6][CH2:7][CH2:8][CH2:9][CH3:10].[Na+:14]. (2) Given the reactants [CH3:1][C:2]1[O:6][N:5]=[C:4]([C:7]2[CH:12]=[CH:11][CH:10]=[CH:9][CH:8]=2)[C:3]=1[C:13]1[N:14]=[C:15]2[CH:20]=[C:19]([C:21]([OH:23])=O)[CH:18]=[CH:17][N:16]2[CH:24]=1.[CH:25]1([NH2:30])[CH2:29][CH2:28][CH2:27][CH2:26]1, predict the reaction product. The product is: [CH:25]1([NH:30][C:21]([C:19]2[CH:18]=[CH:17][N:16]3[CH:24]=[C:13]([C:3]4[C:4]([C:7]5[CH:12]=[CH:11][CH:10]=[CH:9][CH:8]=5)=[N:5][O:6][C:2]=4[CH3:1])[N:14]=[C:15]3[CH:20]=2)=[O:23])[CH2:29][CH2:28][CH2:27][CH2:26]1. (3) The product is: [Si:7]([O:6][CH:5]([OH:23])[CH2:4][CH2:3][CH2:2][Cl:1])([C:10]([CH3:13])([CH3:12])[CH3:11])([CH3:9])[CH3:8]. Given the reactants [Cl:1][CH2:2][CH2:3][CH2:4][CH2:5][OH:6].[Si:7](Cl)([C:10]([CH3:13])([CH3:12])[CH3:11])([CH3:9])[CH3:8].N1C=CN=C1.CN(C)C=[O:23], predict the reaction product. (4) Given the reactants [Cl:1][C:2]1[CH:11]=[C:10]2[C:5]([CH:6]=[CH:7][N:8]([C@H:13]3[C@H:20]4[C@H:16]([O:17][CH:18]([O:21][CH3:22])[O:19]4)[C@@H:15]([CH2:23][OH:24])[O:14]3)[C:9]2=[O:12])=[CH:4][CH:3]=1.[S:25](Cl)([C:28]1[CH:34]=[CH:33][C:31]([CH3:32])=[CH:30][CH:29]=1)(=[O:27])=[O:26], predict the reaction product. The product is: [Cl:1][C:2]1[CH:11]=[C:10]2[C:5]([CH:6]=[CH:7][N:8]([C@H:13]3[C@@H:20]4[O:19][CH:18]([O:21][CH3:22])[O:17][C@@H:16]4[C@@H:15]([CH2:23][O:24][S:25]([C:28]4[CH:34]=[CH:33][C:31]([CH3:32])=[CH:30][CH:29]=4)(=[O:27])=[O:26])[O:14]3)[C:9]2=[O:12])=[CH:4][CH:3]=1. (5) Given the reactants C[O:2][C:3](=[O:42])[C:4]1[CH:9]=[CH:8][C:7]([S:10](=[O:41])(=[O:40])[NH:11][C:12]2[C:13]([C:36]([F:39])([F:38])[F:37])=[N:14][C:15]([O:18][CH2:19][C:20]3[C:21]([C:28]4[C:33]([Cl:34])=[CH:32][CH:31]=[CH:30][C:29]=4[Cl:35])=[N:22][O:23][C:24]=3[CH:25]([CH3:27])[CH3:26])=[CH:16][CH:17]=2)=[CH:6][CH:5]=1.[H-].[Na+].[CH3:45]I.[OH-].[Na+], predict the reaction product. The product is: [Cl:34][C:33]1[CH:32]=[CH:31][CH:30]=[C:29]([Cl:35])[C:28]=1[C:21]1[C:20]([CH2:19][O:18][C:15]2[N:14]=[C:13]([C:36]([F:37])([F:38])[F:39])[C:12]([N:11]([CH3:45])[S:10]([C:7]3[CH:6]=[CH:5][C:4]([C:3]([OH:2])=[O:42])=[CH:9][CH:8]=3)(=[O:41])=[O:40])=[CH:17][CH:16]=2)=[C:24]([CH:25]([CH3:26])[CH3:27])[O:23][N:22]=1. (6) Given the reactants [Br:1][C:2]1[CH:7]=[CH:6][C:5]([CH:8]2[C:16]3[C:11](=[CH:12][CH:13]=[CH:14][CH:15]=3)[N:10]([CH2:17][C:18]3[O:19][C:20]([C:23]([F:26])([F:25])[F:24])=[CH:21][CH:22]=3)[C:9]2=[O:27])=[C:4]([OH:28])[CH:3]=1.Cl[CH2:30]I.C(=O)([O-])[O-].[Cs+].[Cs+], predict the reaction product. The product is: [Br:1][C:2]1[CH:7]=[CH:6][C:5]2[C:8]3([CH2:30][O:28][C:4]=2[CH:3]=1)[C:16]1[C:11](=[CH:12][CH:13]=[CH:14][CH:15]=1)[N:10]([CH2:17][C:18]1[O:19][C:20]([C:23]([F:26])([F:25])[F:24])=[CH:21][CH:22]=1)[C:9]3=[O:27]. (7) Given the reactants [F:1][C:2]1[CH:3]=[C:4]([N:8]2[C:12](=[O:13])[NH:11][N:10]=[N:9]2)[CH:5]=[CH:6][CH:7]=1.[O:14]=[C:15](Cl)OC(Cl)(Cl)Cl.[CH3:22][O:23][CH2:24][CH2:25][NH2:26], predict the reaction product. The product is: [CH3:22][O:23][CH2:24][CH2:25][NH:26][C:15]([N:11]1[C:12](=[O:13])[N:8]([C:4]2[CH:5]=[CH:6][CH:7]=[C:2]([F:1])[CH:3]=2)[N:9]=[N:10]1)=[O:14].